This data is from NCI-60 drug combinations with 297,098 pairs across 59 cell lines. The task is: Regression. Given two drug SMILES strings and cell line genomic features, predict the synergy score measuring deviation from expected non-interaction effect. (1) Drug 1: CN(C(=O)NC(C=O)C(C(C(CO)O)O)O)N=O. Drug 2: COCCOC1=C(C=C2C(=C1)C(=NC=N2)NC3=CC=CC(=C3)C#C)OCCOC.Cl. Cell line: A549. Synergy scores: CSS=15.1, Synergy_ZIP=-1.58, Synergy_Bliss=0.686, Synergy_Loewe=-2.02, Synergy_HSA=3.00. (2) Drug 1: CCC1=C2CN3C(=CC4=C(C3=O)COC(=O)C4(CC)O)C2=NC5=C1C=C(C=C5)O. Drug 2: CCC1(C2=C(COC1=O)C(=O)N3CC4=CC5=C(C=CC(=C5CN(C)C)O)N=C4C3=C2)O.Cl. Cell line: CCRF-CEM. Synergy scores: CSS=96.1, Synergy_ZIP=2.69, Synergy_Bliss=2.25, Synergy_Loewe=1.90, Synergy_HSA=3.50. (3) Drug 1: CS(=O)(=O)C1=CC(=C(C=C1)C(=O)NC2=CC(=C(C=C2)Cl)C3=CC=CC=N3)Cl. Drug 2: CC12CCC3C(C1CCC2O)C(CC4=C3C=CC(=C4)O)CCCCCCCCCS(=O)CCCC(C(F)(F)F)(F)F. Cell line: MALME-3M. Synergy scores: CSS=4.64, Synergy_ZIP=-0.590, Synergy_Bliss=2.31, Synergy_Loewe=-1.61, Synergy_HSA=0.302. (4) Drug 1: CC(C1=C(C=CC(=C1Cl)F)Cl)OC2=C(N=CC(=C2)C3=CN(N=C3)C4CCNCC4)N. Drug 2: C1=NC2=C(N1)C(=S)N=C(N2)N. Cell line: UACC62. Synergy scores: CSS=27.7, Synergy_ZIP=-9.71, Synergy_Bliss=-5.32, Synergy_Loewe=-8.26, Synergy_HSA=-4.43. (5) Drug 1: C1=CN(C=N1)CC(O)(P(=O)(O)O)P(=O)(O)O. Drug 2: CN(C(=O)NC(C=O)C(C(C(CO)O)O)O)N=O. Cell line: NCI-H322M. Synergy scores: CSS=-2.26, Synergy_ZIP=2.24, Synergy_Bliss=2.44, Synergy_Loewe=1.60, Synergy_HSA=-1.24. (6) Drug 1: C1CCC(CC1)NC(=O)N(CCCl)N=O. Drug 2: C1=CC(=CC=C1CC(C(=O)O)N)N(CCCl)CCCl.Cl. Cell line: SF-268. Synergy scores: CSS=38.9, Synergy_ZIP=6.99, Synergy_Bliss=12.8, Synergy_Loewe=6.18, Synergy_HSA=11.6. (7) Drug 1: CC1OCC2C(O1)C(C(C(O2)OC3C4COC(=O)C4C(C5=CC6=C(C=C35)OCO6)C7=CC(=C(C(=C7)OC)O)OC)O)O. Drug 2: C1C(C(OC1N2C=NC(=NC2=O)N)CO)O. Cell line: COLO 205. Synergy scores: CSS=60.2, Synergy_ZIP=4.29, Synergy_Bliss=4.77, Synergy_Loewe=5.45, Synergy_HSA=8.62.